The task is: Binary Classification. Given a miRNA mature sequence and a target amino acid sequence, predict their likelihood of interaction.. This data is from Experimentally validated miRNA-target interactions with 360,000+ pairs, plus equal number of negative samples. (1) The miRNA is dre-let-7f with sequence UGAGGUAGUAGAUUGUAUAGUU. The protein sequence of the target gene is MSAPRIWLAQALLFFLTTESIGQLLEPCGYIYPEFPVVQRGSNFTAICVLKEACLQHYYVNASYIVWKTNHAAVPREQVTVINRTTSSVTFTDVVLPSVQLTCNILSFGQIEQNVYGVTMLSGFPPDKPTNLTCIVNEGKNMLCQWDPGRETYLETNYTLKSEWATEKFPDCQSKHGTSCMVSYMPTYYVNIEVWVEAENALGKVSSESINFDPVDKVKPTPPYNLSVTNSEELSSILKLSWVSSGLGGLLDLKSDIQYRTKDASTWIQVPLEDTMSPRTSFTVQDLKPFTEYVFRIRSI.... Result: 0 (no interaction). (2) The miRNA is hsa-miR-30c-5p with sequence UGUAAACAUCCUACACUCUCAGC. The protein sequence of the target gene is MHLSQLIACALLLALLSLRPSEAKPGTPPKVPRTPPGEELADSQAAGGNQKKGDKTPGSGGANLKGDRSRLLRDLRVDTKSRAAWARLLHEHPNARKYKGGNKKGLSKGCFGLKLDRIGSMSGLGC. Result: 0 (no interaction). (3) The miRNA is hsa-miR-6802-5p with sequence CUAGGUGGGGGGCUUGAAGC. The protein sequence of the target gene is MPEPSKSAPAPKKGSKKAITKAQKKDGKKRKRSRKESYSIYVYKVLKQVHPDTGISSKAMGIMNSFVNDIFERIAGEASRLAHYNKRSTITSREIQTAVRLLLPGELAKHAVSEGTKAVTKYTSSK. Result: 1 (interaction). (4) The miRNA is mmu-miR-191-5p with sequence CAACGGAAUCCCAAAAGCAGCUG. The protein sequence of the target gene is MLTVALLALLCASASGNAIQARSSSYSGEYGGGGGKRFSHSGNQLDGPITALRVRVNTYYIVGLQVRYGKVWSDYVGGRNGDLEEIFLHPGESVIQVSGKYKWYLKKLLFVTDKGRYLSFGKDSGTSFNAVPLHPNTVLRFISGRSGSLIDAIGLHWDVYPSSCSRC. Result: 0 (no interaction). (5) The miRNA is hsa-miR-1267 with sequence CCUGUUGAAGUGUAAUCCCCA. The protein sequence of the target gene is MYFLTPILVAILCILVVWIFKNADRSMEKKKGEPRTRAEARPWVDEDLKDSSDLHQAEEDADEWQESEENVEHIPFSHNHYPEKEMVKRSQEFYELLNKRRSVRFISNEQVPMEVIDNVIRTAGTAPSGAHTEPWTFVVVKDPDVKHKIRKIIEEEEEINYMKRMGHRWVTDLKKLRTNWIKEYLDTAPILILIFKQVHGFAANGKKKVHYYNEISVSIACGILLAALQNAGLVTVTTTPLNCGPRLRVLLGRPAHEKLLMLLPVGYPSKEATVPDLKRKPLDQIMVTV. Result: 1 (interaction). (6) The miRNA is mmu-miR-6927-3p with sequence CCUGAGCUGGCUCCCCUGCAG. The protein sequence of the target gene is MGTWILFACLVGAAFAMPLPPHPGHPGYINFSYENSHSQAINVDRIALVLTPLKWYQSMIRPPYSSYGYEPMGGWLHHQIIPVVSQQHPLTHTLQSHHHIPVVPAQQPRVRQQALMPVPGQQSMTPTQHHQPNLPLPAQQPFQPQPVQPQPHQPMQPQPPVQPMQPLLPQPPLPPMFPLRPLPPILPDLHLEAWPATDKTKQEEVD. Result: 0 (no interaction). (7) The miRNA is hsa-miR-20a-3p with sequence ACUGCAUUAUGAGCACUUAAAG. The protein sequence of the target gene is MDRPDEGPPAKTPRLSSSEPRQRDLPPPPPPPLQRLPLPPPQQRPRPQEETEAAQVLADMRGVGPTLPPPLPYVILEEGGIRAYFTLSAESPGWDHAMESGFGEAPSTGIMETLPSSEISGGSLAIDFQVAEPSSLGEKALETCSLGGWGPQMLVGPKRKEEAIIIVEDEDEDDKESVRRRQRRRRRRRKQRKAKESRERSAQRMESILQALESIQMDLEAVNIKAGKAFLRLKRKFIQMRRPFLERRDLIIQHIPGFWVKAFLNHPRISILINQRDRDIFRYLTNLQVQDLRHISMGYK.... Result: 0 (no interaction). (8) The miRNA is hsa-miR-1253 with sequence AGAGAAGAAGAUCAGCCUGCA. The protein sequence of the target gene is MKPRARGWRGLAALWMLLAQVAEQAPACAMGPAAAAPGSPSVPRPPPPAERPGWMEKGEYDLVSAYEVDHRGDYVSHEIMHHQRRRRAVPVSEVESLHLRLKGSRHDFHMDLRTSSSLVAPGFIVQTLGKTGTKSVQTLPPEDFCFYQGSLRSHRNSSVALSTCQGLSGMIRTEEADYFLRPLPSHLSWKLGRAAQGSSPSHVLYKRSTEPHAPGASEVLVTSRTWELAHQPLHSSDLRLGLPQKQHFCGRRKKYMPQPPKEDLFILPDEYKSCLRHKRSLLRSHRNEELNVETLVVVDK.... Result: 0 (no interaction).